Dataset: Peptide-MHC class II binding affinity with 134,281 pairs from IEDB. Task: Regression. Given a peptide amino acid sequence and an MHC pseudo amino acid sequence, predict their binding affinity value. This is MHC class II binding data. The peptide sequence is SPWSWPDLDLKPGAA. The MHC is HLA-DQA10501-DQB10302 with pseudo-sequence HLA-DQA10501-DQB10302. The binding affinity (normalized) is 0.